Predict which catalyst facilitates the given reaction. From a dataset of Catalyst prediction with 721,799 reactions and 888 catalyst types from USPTO. (1) Reactant: [C-:1]#[N:2].[K+].CS(O[CH2:9][CH:10]([CH3:32])[CH:11]([C:24]1[CH:29]=[CH:28][C:27]([Cl:30])=[CH:26][C:25]=1[F:31])[C:12]1[C:20]2[C:15](=[C:16]([CH2:21][S:22][CH3:23])[CH:17]=[CH:18][CH:19]=2)[NH:14][CH:13]=1)(=O)=O. Product: [Cl:30][C:27]1[CH:28]=[CH:29][C:24]([CH:11]([C:12]2[C:20]3[C:15](=[C:16]([CH2:21][S:22][CH3:23])[CH:17]=[CH:18][CH:19]=3)[NH:14][CH:13]=2)[CH:10]([CH3:32])[CH2:9][C:1]#[N:2])=[C:25]([F:31])[CH:26]=1. The catalyst class is: 16. (2) Reactant: [OH:1][C:2]1[C:7]([C:8]([F:11])([F:10])[F:9])=[CH:6][CH:5]=[CH:4][N:3]=1.Br[CH2:13][C:14]([O:16][CH2:17][CH3:18])=[O:15].C(=O)([O-])[O-].[K+].[K+].CCCCCCC. Product: [CH2:17]([O:16][C:14](=[O:15])[CH2:13][O:1][C:2]1[C:7]([C:8]([F:9])([F:11])[F:10])=[CH:6][CH:5]=[CH:4][N:3]=1)[CH3:18]. The catalyst class is: 13. (3) Reactant: [F:1][C:2]1[CH:3]=[C:4]([C:9]2[N:13]3[C:14]([CH3:18])=[CH:15][CH:16]=[CH:17][C:12]3=[N:11][C:10]=2[C:19](N(OC)C)=[O:20])[CH:5]=[C:6]([F:8])[CH:7]=1.[CH3:25][Mg]Cl.Cl.C(=O)(O)[O-].[Na+]. Product: [F:1][C:2]1[CH:3]=[C:4]([C:9]2[N:13]3[C:14]([CH3:18])=[CH:15][CH:16]=[CH:17][C:12]3=[N:11][C:10]=2[C:19](=[O:20])[CH3:25])[CH:5]=[C:6]([F:8])[CH:7]=1. The catalyst class is: 7. (4) Reactant: [C:1]1([OH:7])[CH:6]=[CH:5][CH:4]=[CH:3][CH:2]=1.[CH:8]1[CH:13]=CC=C[CH:9]=1.C=CC. Product: [CH:8]([C:1]1[CH:6]=[CH:5][CH:4]=[CH:3][CH:2]=1)([CH3:13])[CH3:9].[C:1]1([OH:7])[CH:6]=[CH:5][CH:4]=[CH:3][CH:2]=1. The catalyst class is: 21. (5) Reactant: Cl[C:2]1[CH:3]=[C:4]([CH:9]=[CH:10][N:11]=1)[C:5]([O:7][CH3:8])=[O:6].[Cl-].[F:13][C:14]1[CH:15]=[C:16]([CH:19]=[CH:20][CH:21]=1)[CH2:17][Zn+]. Product: [F:13][C:14]1[CH:15]=[C:16]([CH:19]=[CH:20][CH:21]=1)[CH2:17][C:2]1[CH:3]=[C:4]([CH:9]=[CH:10][N:11]=1)[C:5]([O:7][CH3:8])=[O:6]. The catalyst class is: 176.